Dataset: Catalyst prediction with 721,799 reactions and 888 catalyst types from USPTO. Task: Predict which catalyst facilitates the given reaction. Reactant: C([O:3][C:4](=[O:37])[C@:5]([CH2:15][C:16]1[CH:21]=[CH:20][C:19]([O:22][CH2:23][CH2:24][C:25]2[N:26]=[C:27]([C:31]3[S:32][C:33]([CH3:36])=[CH:34][CH:35]=3)[O:28][C:29]=2[CH3:30])=[CH:18][CH:17]=1)([O:8][C:9]1[CH:14]=[CH:13][CH:12]=[CH:11][CH:10]=1)[CH2:6][CH3:7])C.[OH-].[Na+]. Product: [CH3:30][C:29]1[O:28][C:27]([C:31]2[S:32][C:33]([CH3:36])=[CH:34][CH:35]=2)=[N:26][C:25]=1[CH2:24][CH2:23][O:22][C:19]1[CH:18]=[CH:17][C:16]([CH2:15][C@@:5]([O:8][C:9]2[CH:14]=[CH:13][CH:12]=[CH:11][CH:10]=2)([CH2:6][CH3:7])[C:4]([OH:37])=[O:3])=[CH:21][CH:20]=1. The catalyst class is: 5.